Task: Predict the reactants needed to synthesize the given product.. Dataset: Full USPTO retrosynthesis dataset with 1.9M reactions from patents (1976-2016) (1) The reactants are: [Cl:1][C:2]1[N:10]([CH2:11][C:12]2[CH:17]=[CH:16][C:15]([Cl:18])=[CH:14][CH:13]=2)[C:9]2[C:8](=[O:19])[NH:7][C:6](=[O:20])[NH:5][C:4]=2[N:3]=1.C(=O)([O-])[O-].[K+].[K+].[CH3:27][Si:28]([CH3:35])([CH3:34])[CH2:29][CH2:30][O:31][CH2:32]Cl. Given the product [Cl:1][C:2]1[N:10]([CH2:11][C:12]2[CH:13]=[CH:14][C:15]([Cl:18])=[CH:16][CH:17]=2)[C:9]2[C:8](=[O:19])[NH:7][C:6](=[O:20])[N:5]([CH2:32][O:31][CH2:30][CH2:29][Si:28]([CH3:35])([CH3:34])[CH3:27])[C:4]=2[N:3]=1, predict the reactants needed to synthesize it. (2) Given the product [OH:23][CH2:22][C:20]1[CH:19]=[CH:18][C:17]2[N:13]([CH:10]3[CH2:11][CH2:12][CH:7]([OH:6])[CH2:8][CH2:9]3)[C:14]([NH:31][C:32]3[C:40]4[C:35](=[CH:36][CH:37]=[C:38]([C:41]5[CH:42]=[N:43][CH:44]=[CH:45][C:46]=5[O:47][CH3:48])[CH:39]=4)[NH:34][N:33]=3)=[N:15][C:16]=2[CH:21]=1, predict the reactants needed to synthesize it. The reactants are: C([Si](C)(C)[O:6][CH:7]1[CH2:12][CH2:11][CH:10]([N:13]2[C:17]3[CH:18]=[CH:19][C:20]([C:22](C)(C)[O:23][SiH2]C(C)(C)C)=[CH:21][C:16]=3[N:15]=[C:14]2[NH:31][C:32]2[C:40]3[C:35](=[CH:36][CH:37]=[C:38]([C:41]4[CH:42]=[N:43][CH:44]=[CH:45][C:46]=4[O:47][CH3:48])[CH:39]=3)[N:34](COCC[Si](C)(C)C)[N:33]=2)[CH2:9][CH2:8]1)(C)(C)C.Cl. (3) Given the product [Br:1][C:2]1[CH:3]=[CH:4][C:5]([O:10][CH3:11])=[C:6]([CH2:7][C:13]2[CH:18]=[CH:17][C:16]([O:19][CH2:20][CH3:21])=[CH:15][CH:14]=2)[CH:9]=1, predict the reactants needed to synthesize it. The reactants are: [Br:1][C:2]1[CH:3]=[CH:4][C:5]([O:10][CH3:11])=[C:6]([CH:9]=1)[CH:7]=O.Br[C:13]1[CH:18]=[CH:17][C:16]([O:19][CH2:20][CH3:21])=[CH:15][CH:14]=1.